The task is: Predict the reaction yield, written as a fraction of the theoretical maximum amount of product (1.0 means a 100% yield; for example, 0.34 means a 34% yield).. This data is from Reaction yield outcomes from USPTO patents with 853,638 reactions. (1) The reactants are NC1(C2C=CC(C3C(C4C=CC=CC=4)=CC4NC(=O)COC=4N=3)=CC=2)CCC1.C(OC(=O)[NH:35][C:36]1([C:40]2[CH:45]=[CH:44][C:43]([C:46]3[C:47]([C:62]4[CH:67]=[CH:66][CH:65]=[CH:64][CH:63]=4)=[CH:48][C:49]4[N:54]([CH2:55][CH:56]5[CH2:59][CH2:58][CH2:57]5)[C:53](=[O:60])[CH2:52][O:51][C:50]=4[N:61]=3)=[CH:42][CH:41]=2)[CH2:39][CH2:38][CH2:37]1)(C)(C)C. No catalyst specified. The product is [NH2:35][C:36]1([C:40]2[CH:41]=[CH:42][C:43]([C:46]3[C:47]([C:62]4[CH:63]=[CH:64][CH:65]=[CH:66][CH:67]=4)=[CH:48][C:49]4[N:54]([CH2:55][CH:56]5[CH2:59][CH2:58][CH2:57]5)[C:53](=[O:60])[CH2:52][O:51][C:50]=4[N:61]=3)=[CH:44][CH:45]=2)[CH2:37][CH2:38][CH2:39]1. The yield is 0.970. (2) The reactants are [F:1][C:2]1[CH:7]=[C:6]([O:8][CH2:9][CH:10]2[CH2:15][CH2:14][N:13]([CH2:16][C:17]([F:20])([CH3:19])[CH3:18])[CH2:12][CH2:11]2)[CH:5]=[CH:4][C:3]=1[C:21]1[CH:26]=[CH:25][C:24](C(O)=O)=[C:23]([F:30])[CH:22]=1.[NH:31]1[CH2:35][CH2:34][CH2:33][C@H:32]1[C:36]([NH2:38])=[O:37].CCN(CC)CC.[NH4+].[Cl-].CN([CH:51]=[O:52])C. No catalyst specified. The product is [F:1][C:2]1[CH:7]=[C:6]([O:8][CH2:9][CH:10]2[CH2:15][CH2:14][N:13]([CH2:16][C:17]([F:20])([CH3:18])[CH3:19])[CH2:12][CH2:11]2)[CH:5]=[CH:4][C:3]=1[C:21]1[C:22]([C:51]([N:31]2[CH2:35][CH2:34][CH2:33][C@H:32]2[C:36]([NH2:38])=[O:37])=[O:52])=[C:23]([F:30])[CH:24]=[CH:25][CH:26]=1. The yield is 0.310. (3) The reactants are [S:1](Cl)(Cl)=[O:2].F[C:6]1[CH:14]=[CH:13][C:9]([C:10]([OH:12])=[O:11])=[CH:8][C:7]=1[CH3:15].C[S-].[Na+].[OH-:19].[Li+].[CH3:21]O. The catalyst is O. The product is [CH3:15][C:7]1[CH:8]=[C:9]([CH:13]=[CH:14][C:6]=1[S:1]([CH3:21])(=[O:2])=[O:19])[C:10]([OH:12])=[O:11]. The yield is 0.720. (4) The reactants are C([O:3][P:4]([CH2:9][CH2:10][N:11]1[CH2:19][CH2:18][CH2:17][NH:16][C:15]2[C:14](=[O:20])[C:13](=[O:21])[C:12]1=2)(=[O:8])[O:5]CC)C.[I-].[Na+].C[Si](Cl)(C)C.O. The catalyst is C1(C)C=CC=CC=1.C(#N)C. The product is [CH2:18]1[CH2:19][N:11]([CH2:10][CH2:9][P:4]([OH:5])([OH:8])=[O:3])[C:12]2=[C:13]([OH:21])[C:14](=[O:20])[C:15]2=[N:16][CH2:17]1. The yield is 0.890. (5) The reactants are [F:1][C:2]1[CH:32]=[C:31]([F:33])[CH:30]=[CH:29][C:3]=1[CH2:4][N:5]1[C:10](=[O:11])[CH:9]=[CH:8][C:7]([CH2:12][C:13]2[C:21]3[C:16](=[CH:17][CH:18]=[C:19]([F:22])[CH:20]=3)[N:15]([CH2:23][C:24]([O:26]C)=[O:25])[C:14]=2[CH3:28])=[CH:6]1.O.[OH-].[Li+].Cl. The catalyst is CO.O1CCCC1.O. The product is [F:1][C:2]1[CH:32]=[C:31]([F:33])[CH:30]=[CH:29][C:3]=1[CH2:4][N:5]1[C:10](=[O:11])[CH:9]=[CH:8][C:7]([CH2:12][C:13]2[C:21]3[C:16](=[CH:17][CH:18]=[C:19]([F:22])[CH:20]=3)[N:15]([CH2:23][C:24]([OH:26])=[O:25])[C:14]=2[CH3:28])=[CH:6]1. The yield is 0.440. (6) The reactants are [N+:1]([C:4]1[CH:5]=[N:6][N:7]([CH2:9][C:10]([O:12]C)=O)[CH:8]=1)([O-:3])=[O:2].[CH3:14][NH2:15]. The catalyst is C(O)C. The product is [CH3:14][NH:15][C:10](=[O:12])[CH2:9][N:7]1[CH:8]=[C:4]([N+:1]([O-:3])=[O:2])[CH:5]=[N:6]1. The yield is 0.990.